Dataset: Full USPTO retrosynthesis dataset with 1.9M reactions from patents (1976-2016). Task: Predict the reactants needed to synthesize the given product. (1) The reactants are: Cl[C:2]1[C:11]2[C:6](=[CH:7][C:8]([O:12][CH3:13])=[CH:9][CH:10]=2)[CH:5]=[C:4]([NH:14][C:15]2[CH:19]=[C:18]([CH3:20])[NH:17][N:16]=2)[N:3]=1.[Cl:21][C:22]1[CH:27]=[CH:26][C:25]([NH2:28])=[CH:24][CH:23]=1. Given the product [Cl:21][C:22]1[CH:27]=[CH:26][C:25]([NH:28][C:2]2[C:11]3[C:6](=[CH:7][C:8]([O:12][CH3:13])=[CH:9][CH:10]=3)[CH:5]=[C:4]([NH:14][C:15]3[CH:19]=[C:18]([CH3:20])[NH:17][N:16]=3)[N:3]=2)=[CH:24][CH:23]=1, predict the reactants needed to synthesize it. (2) The reactants are: [CH3:1][N:2]([CH2:16][C:17]1[CH:22]=[CH:21][CH:20]=[CH:19][C:18]=1[CH3:23])[CH2:3][CH:4]([C:6]1[CH:15]=[CH:14][C:13]2[C:8](=[CH:9][CH:10]=[CH:11][CH:12]=2)[CH:7]=1)O.FC(F)(F)C(OC(=O)C(F)(F)F)=O. Given the product [CH3:1][N:2]1[CH2:3][CH:4]([C:6]2[CH:15]=[CH:14][C:13]3[C:8](=[CH:9][CH:10]=[CH:11][CH:12]=3)[CH:7]=2)[C:22]2[C:17](=[C:18]([CH3:23])[CH:19]=[CH:20][CH:21]=2)[CH2:16]1, predict the reactants needed to synthesize it. (3) Given the product [CH3:7][S:8]([C:11]1[CH:12]=[C:13]([C:17]2[C:18]([C:31]#[N:32])=[CH:19][NH:20][CH:1]=2)[CH:14]=[CH:15][CH:16]=1)(=[O:9])=[O:10], predict the reactants needed to synthesize it. The reactants are: [CH3:1]C([O-])(C)C.[K+].[CH3:7][S:8]([C:11]1[CH:12]=[C:13]([CH:17]=[CH:18][C:19]#[N:20])[CH:14]=[CH:15][CH:16]=1)(=[O:10])=[O:9].CC1C=CC(S([CH2:31][N+:32]#[C-])(=O)=O)=CC=1.